This data is from Catalyst prediction with 721,799 reactions and 888 catalyst types from USPTO. The task is: Predict which catalyst facilitates the given reaction. (1) Reactant: Cl.[NH2:2][C:3]1[N:11]=[CH:10][N:9]=[C:8]2[C:4]=1[N:5]=[CH:6][N:7]2[C:12]1[CH:17]=[CH:16][C:15]([NH:18][C:19]([NH:21][C:22]2[CH:27]=[CH:26][C:25]([Cl:28])=[C:24]([C:29]([F:32])([F:31])[F:30])[CH:23]=2)=[O:20])=[CH:14][CH:13]=1.CO[CH:35](OC)[N:36]([CH3:38])[CH3:37]. Product: [ClH:28].[Cl:28][C:25]1[CH:26]=[CH:27][C:22]([NH:21][C:19](=[O:20])[NH:18][C:15]2[CH:14]=[CH:13][C:12]([N:7]3[CH:6]=[N:5][C:4]4[C:8]3=[N:9][CH:10]=[N:11][C:3]=4[N:2]=[CH:35][N:36]([CH3:38])[CH3:37])=[CH:17][CH:16]=2)=[CH:23][C:24]=1[C:29]([F:31])([F:32])[F:30]. The catalyst class is: 17. (2) The catalyst class is: 8. Product: [CH:1]1([CH:7]([NH:18][C:19]2[CH:20]=[CH:21][C:22]([C:25]([N:27]([CH3:35])[CH2:28][CH2:29][C:30]([OH:32])=[O:31])=[O:26])=[CH:23][CH:24]=2)[C:8]2[S:16][C:15]3[C:10](=[N:11][CH:12]=[CH:13][CH:14]=3)[C:9]=2[CH3:17])[CH2:6][CH2:5][CH2:4][CH2:3][CH2:2]1. Reactant: [CH:1]1([CH:7]([NH:18][C:19]2[CH:24]=[CH:23][C:22]([C:25]([N:27]([CH3:35])[CH2:28][CH2:29][C:30]([O:32]CC)=[O:31])=[O:26])=[CH:21][CH:20]=2)[C:8]2[S:16][C:15]3[C:10](=[N:11][CH:12]=[CH:13][CH:14]=3)[C:9]=2[CH3:17])[CH2:6][CH2:5][CH2:4][CH2:3][CH2:2]1.O1CCCC1.[OH-].[Na+]. (3) Reactant: [CH3:1][C:2]1[C:6]2[C:7](=[O:20])[N:8]([CH2:12][CH2:13][N:14]3[CH2:19][CH2:18][CH2:17][CH2:16][CH2:15]3)[CH2:9][CH2:10][CH2:11][C:5]=2[NH:4][C:3]=1[CH:21]=O.[F:23][C:24]1[CH:25]=[C:26]2[C:30](=[CH:31][CH:32]=1)[NH:29][C:28](=[O:33])[CH2:27]2.N1CCCCC1. Product: [F:23][C:24]1[CH:25]=[C:26]2[C:30](=[CH:31][CH:32]=1)[NH:29][C:28](=[O:33])[C:27]2=[CH:21][C:3]1[NH:4][C:5]2[CH2:11][CH2:10][CH2:9][N:8]([CH2:12][CH2:13][N:14]3[CH2:19][CH2:18][CH2:17][CH2:16][CH2:15]3)[C:7](=[O:20])[C:6]=2[C:2]=1[CH3:1]. The catalyst class is: 8. (4) Reactant: [CH3:1][C:2]1([CH3:13])[C:10]2[C:5](=[C:6]([NH2:11])[CH:7]=[CH:8][CH:9]=2)[C@H:4]([CH3:12])[CH2:3]1.[H][H]. Product: [CH3:1][C:2]1([CH3:13])[C:10]2[C:5](=[C:6]([NH2:11])[CH:7]=[CH:8][CH:9]=2)[CH:4]([CH3:12])[CH2:3]1. The catalyst class is: 11. (5) Reactant: [C:1]([O:5][C:6](=[O:19])[NH:7][C@H:8]([C:16](F)=[O:17])[CH2:9][C:10]1[CH:15]=[CH:14][CH:13]=[CH:12][CH:11]=1)([CH3:4])([CH3:3])[CH3:2].Cl.[NH2:21][CH2:22][CH2:23][SH:24].C(Cl)Cl.N1C=CC=CC=1. Product: [C:1]([O:5][C:6](=[O:19])[NH:7][C@H:8]([C:16](=[O:17])[NH:21][CH2:22][CH2:23][SH:24])[CH2:9][C:10]1[CH:15]=[CH:14][CH:13]=[CH:12][CH:11]=1)([CH3:4])([CH3:3])[CH3:2]. The catalyst class is: 6. (6) Reactant: [OH:1][CH2:2][CH2:3][CH2:4][NH:5][CH2:6][C:7]([O:9][C:10]([CH3:13])([CH3:12])[CH3:11])=[O:8].C(N(CC)CC)C.[F:21][C:22]([F:33])([F:32])[C:23](O[C:23](=[O:24])[C:22]([F:33])([F:32])[F:21])=[O:24]. Product: [OH:1][CH2:2][CH2:3][CH2:4][N:5]([CH2:6][C:7]([O:9][C:10]([CH3:13])([CH3:12])[CH3:11])=[O:8])[C:23](=[O:24])[C:22]([F:33])([F:32])[F:21]. The catalyst class is: 4.